This data is from Reaction yield outcomes from USPTO patents with 853,638 reactions. The task is: Predict the reaction yield, written as a fraction of the theoretical maximum amount of product (1.0 means a 100% yield; for example, 0.34 means a 34% yield). The reactants are ClCC([NH:5][CH2:6][C:7]1[CH:12]=[CH:11][C:10]([O:13][C:14]([F:17])([F:16])[F:15])=[CH:9][C:8]=1[OH:18])=O. The catalyst is C(O)C.Cl. The product is [NH2:5][CH2:6][C:7]1[CH:12]=[CH:11][C:10]([O:13][C:14]([F:16])([F:17])[F:15])=[CH:9][C:8]=1[OH:18]. The yield is 0.953.